From a dataset of Forward reaction prediction with 1.9M reactions from USPTO patents (1976-2016). Predict the product of the given reaction. (1) The product is: [F:1][C:2]1[CH:7]=[CH:6][C:5]([C:8]2[C:17]3[C:12](=[N:13][C:14]([C:18]([F:21])([F:20])[F:19])=[CH:15][CH:16]=3)[N:11]=[CH:10][CH:9]=2)=[CH:4][C:3]=1[C:37]1[CH:36]=[CH:35][CH:34]=[C:33]([C:30](=[O:32])[CH3:31])[CH:38]=1. Given the reactants [F:1][C:2]1[CH:7]=[CH:6][C:5]([C:8]2[C:17]3[C:12](=[N:13][C:14]([C:18]([F:21])([F:20])[F:19])=[CH:15][CH:16]=3)[N:11]=[CH:10][CH:9]=2)=[CH:4][C:3]=1OS(C(F)(F)F)(=O)=O.[C:30]([C:33]1[CH:34]=[C:35](B(O)O)[CH:36]=[CH:37][CH:38]=1)(=[O:32])[CH3:31], predict the reaction product. (2) Given the reactants [O:1]=[C:2]1[CH2:7][CH2:6][N:5]([CH2:8][CH:9]([N:13]2[CH:17]=[C:16]([C:18]3[C:19]4[CH:26]=[CH:25][N:24]([CH2:27][O:28][CH2:29][CH2:30][Si:31]([CH3:34])([CH3:33])[CH3:32])[C:20]=4[N:21]=[CH:22][N:23]=3)[CH:15]=[N:14]2)[CH2:10][C:11]#[N:12])[CH2:4][CH2:3]1.[BH4-].[Na+], predict the reaction product. The product is: [OH:1][CH:2]1[CH2:7][CH2:6][N:5]([CH2:8][CH:9]([N:13]2[CH:17]=[C:16]([C:18]3[C:19]4[CH:26]=[CH:25][N:24]([CH2:27][O:28][CH2:29][CH2:30][Si:31]([CH3:32])([CH3:34])[CH3:33])[C:20]=4[N:21]=[CH:22][N:23]=3)[CH:15]=[N:14]2)[CH2:10][C:11]#[N:12])[CH2:4][CH2:3]1. (3) Given the reactants [Cl:1][C:2]1[CH:3]=[CH:4][C:5]([C:25]#[N:26])=[C:6]([C:8]2[C:13]([O:14][CH3:15])=[CH:12][N:11]([CH2:16][C:17]([O:19][C:20]([CH3:23])([CH3:22])[CH3:21])=[O:18])[C:10](=[O:24])[CH:9]=2)[CH:7]=1.FC(F)(F)S(O[CH2:33][CH:34]1[CH2:39][CH2:38][CH2:37][O:36][CH2:35]1)(=O)=O, predict the reaction product. The product is: [Cl:1][C:2]1[CH:3]=[CH:4][C:5]([C:25]#[N:26])=[C:6]([C:8]2[C:13]([O:14][CH3:15])=[CH:12][N:11]([CH:16]([CH2:33][CH:34]3[CH2:39][CH2:38][CH2:37][O:36][CH2:35]3)[C:17]([O:19][C:20]([CH3:21])([CH3:22])[CH3:23])=[O:18])[C:10](=[O:24])[CH:9]=2)[CH:7]=1.